Dataset: Choline transporter screen with 302,306 compounds. Task: Binary Classification. Given a drug SMILES string, predict its activity (active/inactive) in a high-throughput screening assay against a specified biological target. (1) The molecule is O=C(Nc1nn(c2ccccc2)cc1)c1ccc(cc1)C#N. The result is 0 (inactive). (2) The compound is Clc1c(n2nc(c3c2sc(c3)C(=O)Nc2sc(cc2)C(OCC)=O)C)cccc1. The result is 0 (inactive). (3) The compound is S=C(N(Cc1cc2c([nH]c1=O)cc1OCOc1c2)CCO)NCC(C)C. The result is 0 (inactive). (4) The drug is O(C(=O)C1CN(CCC1)C1=C(NCCCN(CC)c2cc(ccc2)C)C(=O)C1=O)CC. The result is 0 (inactive). (5) The molecule is s1c2ncn(CC(=O)N3CCOCC3)c(=O)c2c(c2ccccc2)c1. The result is 0 (inactive). (6) The molecule is s1c(/C=N\NC(=O)Cc2cc(OC)c(OC)cc2)ccc1. The result is 0 (inactive). (7) The drug is Fc1c(NC(=O)c2ccc(n3ncnc3)nc2)cccc1. The result is 0 (inactive). (8) The molecule is S(CC(=O)Nc1cc2c(cc1)cccc2)CC(=O)NCc1ccccc1. The result is 0 (inactive).